From a dataset of Reaction yield outcomes from USPTO patents with 853,638 reactions. Predict the reaction yield, written as a fraction of the theoretical maximum amount of product (1.0 means a 100% yield; for example, 0.34 means a 34% yield). (1) The reactants are [CH2:1]([N:3]1[C:7]2=[N:8][C:9]([CH2:47][CH3:48])=[C:10]([CH2:19][NH:20][C:21]([C:23]3[CH:28]=[CH:27][CH:26]=[C:25]([C:29]([NH:31][CH2:32][C:33]4[CH:34]=[C:35]([C:39]5[CH:44]=[CH:43][CH:42]=[C:41]([CH:45]=O)[CH:40]=5)[CH:36]=[CH:37][CH:38]=4)=[O:30])[N:24]=3)=[O:22])[C:11]([NH:12][CH:13]3[CH2:18][CH2:17][O:16][CH2:15][CH2:14]3)=[C:6]2[CH:5]=[N:4]1)[CH3:2].[N:49]1(C(OC(C)(C)C)=O)[CH2:54][CH2:53][NH:52][CH2:51][CH2:50]1.C(O)(=O)C.C(O[BH-](OC(=O)C)OC(=O)C)(=O)C. The catalyst is CS(C)=O. The product is [CH2:1]([N:3]1[C:7]2=[N:8][C:9]([CH2:47][CH3:48])=[C:10]([CH2:19][NH:20][C:21]([C:23]3[CH:28]=[CH:27][CH:26]=[C:25]([C:29]([NH:31][CH2:32][C:33]4[CH:34]=[C:35]([C:39]5[CH:44]=[CH:43][CH:42]=[C:41]([CH2:45][N:49]6[CH2:54][CH2:53][NH:52][CH2:51][CH2:50]6)[CH:40]=5)[CH:36]=[CH:37][CH:38]=4)=[O:30])[N:24]=3)=[O:22])[C:11]([NH:12][CH:13]3[CH2:18][CH2:17][O:16][CH2:15][CH2:14]3)=[C:6]2[CH:5]=[N:4]1)[CH3:2]. The yield is 0.411. (2) The reactants are [NH2:1][C:2]1[CH:7]=[CH:6][C:5]([F:8])=[CH:4][C:3]=1[OH:9].Cl[CH2:11][C:12](Cl)=[O:13].C([O-])([O-])=O.[K+].[K+]. The catalyst is CCCCCCC.CCOC(C)=O. The product is [F:8][C:5]1[CH:6]=[CH:7][C:2]2[NH:1][C:12](=[O:13])[CH2:11][O:9][C:3]=2[CH:4]=1. The yield is 0.930.